From a dataset of Reaction yield outcomes from USPTO patents with 853,638 reactions. Predict the reaction yield, written as a fraction of the theoretical maximum amount of product (1.0 means a 100% yield; for example, 0.34 means a 34% yield). (1) The reactants are [I:1][C:2]1[C:11]2[C:6](=[CH:7][CH:8]=[C:9]([O:12][CH3:13])[CH:10]=2)[C:5](O)=[N:4][CH:3]=1.O=P(Cl)(Cl)[Cl:17]. No catalyst specified. The product is [Cl:17][C:5]1[C:6]2[C:11](=[CH:10][C:9]([O:12][CH3:13])=[CH:8][CH:7]=2)[C:2]([I:1])=[CH:3][N:4]=1. The yield is 0.612. (2) The reactants are [CH2:1]([O:3][C:4](=[O:18])[C:5]1[CH:10]=[CH:9][CH:8]=[C:7]([O:11][CH2:12][CH:13]2[O:17][CH2:16][CH2:15][O:14]2)[CH:6]=1)[CH3:2].[N:19]([Si](C)(C)C)=[N+:20]=[N-:21].[Sn](Cl)(Cl)(Cl)Cl. The catalyst is CO. The product is [CH2:1]([O:3][C:4](=[O:18])[C:5]1[CH:10]=[CH:9][CH:8]=[C:7]([O:11][CH2:12][CH:13]([N:19]=[N+:20]=[N-:21])[O:14][CH2:15][CH2:16][OH:17])[CH:6]=1)[CH3:2]. The yield is 0.590. (3) The reactants are [CH2:1]([S:3]([C:6]1[CH:7]=[CH:8][C:9](F)=[C:10]([C:12]2[C:13]3[CH:22]=[CH:21][NH:20][C:14]=3[C:15](=[O:19])[N:16]([CH3:18])[CH:17]=2)[CH:11]=1)(=[O:5])=[O:4])[CH3:2].[NH:24]1[CH2:28][CH2:27][CH2:26][CH2:25]1. The catalyst is CS(C)=O. The product is [CH2:1]([S:3]([C:6]1[CH:7]=[CH:8][C:9]([N:24]2[CH2:28][CH2:27][CH2:26][CH2:25]2)=[C:10]([C:12]2[C:13]3[CH:22]=[CH:21][NH:20][C:14]=3[C:15](=[O:19])[N:16]([CH3:18])[CH:17]=2)[CH:11]=1)(=[O:5])=[O:4])[CH3:2]. The yield is 0.357. (4) The reactants are [Br:1][C:2]1[CH:10]=[C:9]2[C:5]([CH2:6][C:7]3([CH2:16][CH2:15][CH:14]([O:17][CH3:18])[CH2:13][CH2:12]3)[C:8]2=O)=[CH:4][CH:3]=1.[CH3:19][Si:20]([CH3:28])([CH3:27])[CH2:21][CH2:22][S:23]([NH2:26])(=[O:25])=[O:24].CCN(CC)CC. The catalyst is C(Cl)CCl.Cl[Ti](Cl)(Cl)Cl. The product is [Br:1][C:2]1[CH:10]=[C:9]2[C:5](=[CH:4][CH:3]=1)[CH2:6][C:7]1([CH2:16][CH2:15][CH:14]([O:17][CH3:18])[CH2:13][CH2:12]1)[C:8]2=[N:26][S:23]([CH2:22][CH2:21][Si:20]([CH3:28])([CH3:27])[CH3:19])(=[O:25])=[O:24]. The yield is 0.910. (5) The catalyst is C(#N)C.O. The yield is 0.230. The reactants are N[C:2]1[CH:7]=[CH:6][C:5]([C:8]2[O:12][C:11]([CH3:14])([CH3:13])[C:10](=[O:15])[C:9]=2[C:16]2[CH:21]=[CH:20][C:19]([O:22][CH2:23][C:24]3[CH:33]=[CH:32][C:31]4[C:26](=[CH:27][CH:28]=[CH:29][CH:30]=4)[N:25]=3)=[CH:18][CH:17]=2)=[CH:4][CH:3]=1.Cl.N([O-])=O.[Na+]. The product is [CH3:13][C:11]1([CH3:14])[C:10](=[O:15])[C:9]([C:16]2[CH:17]=[CH:18][C:19]([O:22][CH2:23][C:24]3[CH:33]=[CH:32][C:31]4[C:26](=[CH:27][CH:28]=[CH:29][CH:30]=4)[N:25]=3)=[CH:20][CH:21]=2)=[C:8]([C:5]2[CH:6]=[CH:7][CH:2]=[CH:3][CH:4]=2)[O:12]1. (6) The reactants are ClC(Cl)C(O)=O.N[C:8]1[N:9]([C:28]2[C:37]3[C:32](=[CH:33][CH:34]=[C:35]([O:38][CH3:39])[CH:36]=3)[C:31]([CH3:40])=[CH:30][CH:29]=2)[C:10]([S:13][CH2:14][C:15]([NH:17][C:18]2[CH:26]=[CH:25][C:21]([C:22]([OH:24])=[O:23])=[CH:20][C:19]=2[Cl:27])=[O:16])=[N:11][N:12]=1.N([O-])=O.[Na+].[Br:45]CBr. The catalyst is [Br-].C([N+](CC)(CC)CC)C1C=CC=CC=1. The product is [Br:45][C:8]1[N:9]([C:28]2[C:37]3[C:32](=[CH:33][CH:34]=[C:35]([O:38][CH3:39])[CH:36]=3)[C:31]([CH3:40])=[CH:30][CH:29]=2)[C:10]([S:13][CH2:14][C:15]([NH:17][C:18]2[CH:26]=[CH:25][C:21]([C:22]([OH:24])=[O:23])=[CH:20][C:19]=2[Cl:27])=[O:16])=[N:11][N:12]=1. The yield is 0.240.